From a dataset of NCI-60 drug combinations with 297,098 pairs across 59 cell lines. Regression. Given two drug SMILES strings and cell line genomic features, predict the synergy score measuring deviation from expected non-interaction effect. Drug 1: C1CCC(CC1)NC(=O)N(CCCl)N=O. Drug 2: C1CC(=O)NC(=O)C1N2C(=O)C3=CC=CC=C3C2=O. Cell line: SF-268. Synergy scores: CSS=22.7, Synergy_ZIP=0.478, Synergy_Bliss=0.243, Synergy_Loewe=-10.7, Synergy_HSA=-0.311.